Dataset: Full USPTO retrosynthesis dataset with 1.9M reactions from patents (1976-2016). Task: Predict the reactants needed to synthesize the given product. (1) Given the product [CH3:18][O:17][C:13]1[CH:12]=[C:11]([C:9]2[N:10]=[C:5]([NH2:19])[N:6]=[N:7][CH:8]=2)[CH:16]=[CH:15][CH:14]=1, predict the reactants needed to synthesize it. The reactants are: CS([C:5]1[N:6]=[N:7][CH:8]=[C:9]([C:11]2[CH:16]=[CH:15][CH:14]=[C:13]([O:17][CH3:18])[CH:12]=2)[N:10]=1)(=O)=O.[NH3:19].C1COCC1. (2) Given the product [Br:14][CH2:15][CH2:16]/[CH:2]=[CH:1]/[C:3]1[CH:4]=[C:5]2[C:10](=[N:11][CH:12]=1)[NH:9][C:8](=[O:13])[CH2:7][CH2:6]2, predict the reactants needed to synthesize it. The reactants are: [CH:1]([C:3]1[CH:4]=[C:5]2[C:10](=[N:11][CH:12]=1)[NH:9][C:8](=[O:13])[CH2:7][CH2:6]2)=[CH2:2].[Br:14][CH2:15][CH2:16]C=C.[Na]. (3) Given the product [CH3:31][O:32][CH2:33][CH2:34][CH2:35][NH:36][C:28]([C:25]1[CH2:24][CH2:23][NH:22][C:21]2[N:20]=[CH:19][N:18]=[C:17]([NH:16][C:4]3[CH:5]=[CH:6][C:7]([O:8][C:9]4[CH:10]=[N:11][C:12]([CH3:15])=[CH:13][CH:14]=4)=[C:2]([CH3:1])[CH:3]=3)[C:27]=2[CH:26]=1)=[O:29], predict the reactants needed to synthesize it. The reactants are: [CH3:1][C:2]1[CH:3]=[C:4]([NH:16][C:17]2[C:27]3[CH:26]=[C:25]([C:28](O)=[O:29])[CH2:24][CH2:23][NH:22][C:21]=3[N:20]=[CH:19][N:18]=2)[CH:5]=[CH:6][C:7]=1[O:8][C:9]1[CH:10]=[N:11][C:12]([CH3:15])=[CH:13][CH:14]=1.[CH3:31][O:32][CH2:33][CH2:34][CH2:35][NH2:36].Cl.C(N=C=NCCCN(C)C)C.O.ON1C2C=CC=CC=2N=N1. (4) Given the product [NH:12]1[C:13]2[C:9](=[C:8]([C:6]3[N:5]=[C:4]4[N:17]([CH3:20])[N:18]=[CH:19][C:3]4=[C:2]([NH:26][CH2:25][CH2:24][CH2:23][S:22][CH3:21])[CH:7]=3)[CH:16]=[CH:15][CH:14]=2)[CH:10]=[N:11]1, predict the reactants needed to synthesize it. The reactants are: Cl[C:2]1[CH:7]=[C:6]([C:8]2[CH:16]=[CH:15][CH:14]=[C:13]3[C:9]=2[CH:10]=[N:11][NH:12]3)[N:5]=[C:4]2[N:17]([CH3:20])[N:18]=[CH:19][C:3]=12.[CH3:21][S:22][CH2:23][CH2:24][CH2:25][NH2:26]. (5) Given the product [CH3:15][N:1]1[C:9]2[C:4](=[CH:5][CH:6]=[CH:7][CH:8]=2)[C:3]([C:10]([OH:12])=[O:11])=[CH:2]1, predict the reactants needed to synthesize it. The reactants are: [NH:1]1[C:9]2[C:4](=[CH:5][CH:6]=[CH:7][CH:8]=2)[C:3]([C:10]([OH:12])=[O:11])=[CH:2]1.[H-].[Na+].[CH3:15]I.O. (6) Given the product [Cl:5][C:6]1[C:7]([CH:15]([S:24]([C:27]2[CH:32]=[CH:31][C:30]([Cl:33])=[CH:29][CH:28]=2)(=[O:26])=[O:25])[C:16]2[CH:21]=[C:20]([F:22])[CH:19]=[CH:18][C:17]=2[F:23])=[CH:8][C:9]([CH2:2][C:1]([OH:4])=[O:3])=[N:10][CH:11]=1, predict the reactants needed to synthesize it. The reactants are: [C:1]([OH:4])(=[O:3])[CH3:2].[Cl:5][C:6]1[C:7]([CH:15]([S:24]([C:27]2[CH:32]=[CH:31][C:30]([Cl:33])=[CH:29][CH:28]=2)(=[O:26])=[O:25])[C:16]2[CH:21]=[C:20]([F:22])[CH:19]=[CH:18][C:17]=2[F:23])=[CH:8][C:9](CC#N)=[N:10][CH:11]=1.S(=O)(=O)(O)O. (7) The reactants are: CONC(C1C=CC([C:12]2[Se:16][C:15]([C:17]3[CH:27]=[CH:26][C:20]([C:21](NOC)=[NH:22])=[CH:19][N:18]=3)=[CH:14][CH:13]=2)=CC=1)=N. Given the product [Se:16]1[CH:12]=[CH:13][CH:14]=[C:15]1[C:17]1[CH:27]=[CH:26][C:20]([C:21]#[N:22])=[CH:19][N:18]=1, predict the reactants needed to synthesize it. (8) Given the product [CH2:16]([N:12]1[C:13]2[C:8](=[CH:7][N:6]=[C:5]([C:3]([NH:24][CH2:25][C:26]([OH:28])=[O:27])=[O:4])[C:14]=2[OH:15])[CH:9]=[CH:10][C:11]1=[O:23])[C:17]1[CH:22]=[CH:21][CH:20]=[CH:19][CH:18]=1, predict the reactants needed to synthesize it. The reactants are: CO[C:3]([C:5]1[C:14]([OH:15])=[C:13]2[C:8]([CH:9]=[CH:10][C:11](=[O:23])[N:12]2[CH2:16][C:17]2[CH:22]=[CH:21][CH:20]=[CH:19][CH:18]=2)=[CH:7][N:6]=1)=[O:4].[NH2:24][CH2:25][C:26]([OH:28])=[O:27].C[O-].[Na+]. (9) The reactants are: C(O[BH-](OC(=O)C)OC(=O)C)(=O)C.[Na+].[C:15]1([CH3:28])[CH:20]=[CH:19][C:18]([NH:21][CH:22]2[CH2:27][CH2:26][NH:25][CH2:24][CH2:23]2)=[CH:17][CH:16]=1.[CH:29]([CH2:31][C:32]1([CH2:38][CH2:39][N:40]2[C:44](=[O:45])[C:43]3=[CH:46][CH:47]=[CH:48][CH:49]=[C:42]3[C:41]2=[O:50])[CH2:37][CH2:36][CH2:35][CH2:34][CH2:33]1)=O.C(O)(=O)C.C(=O)([O-])O.[Na+]. Given the product [C:15]1([CH3:28])[CH:16]=[CH:17][C:18]([NH:21][CH:22]2[CH2:27][CH2:26][N:25]([CH2:29][CH2:31][C:32]3([CH2:38][CH2:39][N:40]4[C:44](=[O:45])[C:43]5=[CH:46][CH:47]=[CH:48][CH:49]=[C:42]5[C:41]4=[O:50])[CH2:33][CH2:34][CH2:35][CH2:36][CH2:37]3)[CH2:24][CH2:23]2)=[CH:19][CH:20]=1, predict the reactants needed to synthesize it. (10) Given the product [Br-:15].[CH2:20]([O:19][C:17](=[O:18])[CH2:16][N+:2]([CH3:1])([CH3:14])[CH2:3][CH2:4][NH:5][C:6](=[O:13])[CH2:7][C:8]1[CH:12]=[CH:11][S:10][CH:9]=1)[CH3:21], predict the reactants needed to synthesize it. The reactants are: [CH3:1][N:2]([CH3:14])[CH2:3][CH2:4][NH:5][C:6](=[O:13])[CH2:7][C:8]1[CH:12]=[CH:11][S:10][CH:9]=1.[Br:15][CH2:16][C:17]([O:19][CH2:20][CH3:21])=[O:18].